The task is: Predict the reaction yield, written as a fraction of the theoretical maximum amount of product (1.0 means a 100% yield; for example, 0.34 means a 34% yield).. This data is from Reaction yield outcomes from USPTO patents with 853,638 reactions. (1) The reactants are [C:1]([C:4]1[CH:8]=[CH:7][S:6][CH:5]=1)(=[O:3])[CH3:2].[CH3:9][C:10]([CH3:15])([CH2:13]O)[CH2:11][OH:12].O.C(=O)(O)[O-].[Na+]. The catalyst is C1(C)C=CC=CC=1.O.C1(C)C=CC(S(O)(=O)=O)=CC=1.C(=O)([O-])[O-].[K+].[K+]. The product is [CH3:2][C:1]1([C:4]2[CH:8]=[CH:7][S:6][CH:5]=2)[O:12][CH2:11][C:10]([CH3:15])([CH3:13])[CH2:9][O:3]1. The yield is 0.990. (2) The reactants are [CH2:1]([S:3](Cl)(=[O:5])=[O:4])[CH3:2].[Br:7][C:8]1[CH:14]=[CH:13][C:11]([NH2:12])=[CH:10][CH:9]=1.Cl. The catalyst is N1C=CC=CC=1. The product is [Br:7][C:8]1[CH:14]=[CH:13][C:11]([NH:12][S:3]([CH2:1][CH3:2])(=[O:5])=[O:4])=[CH:10][CH:9]=1. The yield is 0.920. (3) The yield is 0.468. The product is [Br:1][C:2]1[CH:16]=[C:15](/[CH:17]=[CH:18]/[CH:19]([C:24]2[CH:25]=[C:26]([Cl:32])[C:27]([Cl:31])=[C:28]([Cl:30])[CH:29]=2)[C:20]([F:23])([F:21])[F:22])[CH:14]=[CH:13][C:3]=1[C:4]([NH:6][CH:7]1[CH2:12][CH2:11][N:10]([CH2:34][C:33]#[N:35])[CH2:9][CH2:8]1)=[O:5]. The catalyst is C1COCC1.C(OCC)(=O)C. The reactants are [Br:1][C:2]1[CH:16]=[C:15](/[CH:17]=[CH:18]/[CH:19]([C:24]2[CH:29]=[C:28]([Cl:30])[C:27]([Cl:31])=[C:26]([Cl:32])[CH:25]=2)[C:20]([F:23])([F:22])[F:21])[CH:14]=[CH:13][C:3]=1[C:4]([NH:6][CH:7]1[CH2:12][CH2:11][NH:10][CH2:9][CH2:8]1)=[O:5].[CH2:33]([N:35](CC)CC)[CH3:34].BrCC#N. (4) The reactants are [N+:1]([C:4]1[CH:11]=[CH:10][CH:9]=[C:8]([O:12][CH2:13][CH2:14][N:15]2[CH2:19][CH2:18][CH2:17][C:16]2=[O:20])[C:5]=1[C:6]#[N:7])([O-])=O. The catalyst is C(O)C(F)(F)F.FC(F)(F)C(O)C(F)(F)F. The product is [NH2:1][C:4]1[CH:11]=[CH:10][CH:9]=[C:8]([O:12][CH2:13][CH2:14][N:15]2[CH2:19][CH2:18][CH2:17][C:16]2=[O:20])[C:5]=1[C:6]#[N:7]. The yield is 1.00. (5) The reactants are [N:1]1([CH2:6][C:7]2[CH:12]=[CH:11][C:10]([C:13]3[CH:17]=[C:16]([CH2:18][CH:19]([CH3:21])[CH3:20])[S:15][C:14]=3[S:22]([NH2:25])(=[O:24])=[O:23])=[CH:9][CH:8]=2)[CH:5]=[CH:4][N:3]=[CH:2]1.[OH-].[Na+].[CH2:28]([N:32]=[C:33]=[O:34])[CH2:29][CH2:30][CH3:31].C(NS(C1SC(CC(C)C)=CC=1C1C=CC(CN2C=CN=C2)=CC=1)(=O)=O)(C)(C)C. The catalyst is CC(C)=O.C(OCC)(=O)C. The product is [CH2:28]([NH:32][C:33]([NH:25][S:22]([C:14]1[S:15][C:16]([CH2:18][CH:19]([CH3:21])[CH3:20])=[CH:17][C:13]=1[C:10]1[CH:11]=[CH:12][C:7]([CH2:6][N:1]2[CH:5]=[CH:4][N:3]=[CH:2]2)=[CH:8][CH:9]=1)(=[O:24])=[O:23])=[O:34])[CH2:29][CH2:30][CH3:31]. The yield is 0.330.